Dataset: hERG Central: cardiac toxicity at 1µM, 10µM, and general inhibition. Task: Predict hERG channel inhibition at various concentrations. (1) The compound is CCN(CC)CCn1c2ccc(Cl)cc2c2nc(C)sc21.Cl. Results: hERG_inhib (hERG inhibition (general)): blocker. (2) The molecule is O=C(CN1CCN(Cc2ccccc2)CC1)NCc1ccc(Cl)cc1. Results: hERG_inhib (hERG inhibition (general)): blocker. (3) The molecule is CCn1c(=O)n(CC)c2cc(NS(=O)(=O)c3ccccc3)ccc21. Results: hERG_inhib (hERG inhibition (general)): blocker. (4) The compound is OC1CCN(Cc2cn(Cc3ccccc3)nc2-c2cc3ccccc3o2)CC1. Results: hERG_inhib (hERG inhibition (general)): blocker. (5) The molecule is CC1CCN(S(=O)(=O)c2ccc3c(c2)N(CC(=O)NCCCN2CC(C)CC(C)C2)C(=O)CS3)CC1. Results: hERG_inhib (hERG inhibition (general)): blocker. (6) The compound is Cc1ccc2nc3c(cc(C(N)=S)c(=N)n3CCCOC(C)C)c(=O)n2c1. Results: hERG_inhib (hERG inhibition (general)): blocker. (7) The drug is CN(C)S(=O)(=O)c1ccc(N2CCCC2)c(C(=O)Nc2ccccc2Br)c1. Results: hERG_inhib (hERG inhibition (general)): blocker.